Dataset: Experimentally validated miRNA-target interactions with 360,000+ pairs, plus equal number of negative samples. Task: Binary Classification. Given a miRNA mature sequence and a target amino acid sequence, predict their likelihood of interaction. (1) The miRNA is hsa-miR-548at-3p with sequence CAAAACCGCAGUAACUUUUGU. The protein sequence of the target gene is MLTLPFDESVVMPESQMCRKFARQCEDQKQIKKPESFPKQVVLRGKSIKRAPGEETEKEEEEEDREEEDENGLSRRRGLRKKKTTKLRLERVKFRRQEANARERNRMHGLNDALDNLRKVVPCYSKTQKLSKIETLRLAKNYIWALSEILRIGKRPDLLTFVQNLCKGLSQPTTNLVAGCLQLNARSFLMGQGGEAAHHTRSPYSTFYPPYHSPELATPPGHGTLDNSKSMKPYNYCSAYESFYESTSPECASPQFEGPLSPPPINYNGIFSLKQEETLDYGKNYNYGMHYCAVPPRGPL.... Result: 0 (no interaction). (2) The miRNA is hsa-miR-3144-3p with sequence AUAUACCUGUUCGGUCUCUUUA. The protein sequence of the target gene is MEMGRRIHSELRNRAPSDVKELALDNSRSNEGKLEALTDEFEELEFLSKINGGLTSISDLPKLKLRKLELRVSGGLEVLAEKCPNLTHLYLSGNKIKDLSTIEPLKQLENLKSLDLFNCEVTNLNDYGENVFKLLLQLTYLDSCYWDHKEAPYSDIEDHVEGLDDEEEGEHEEEYDEDAQVVEDEEGEEEEEEGEEEDVSGGDEEDEEGYNDGEVDGEEDEEELGEEERGQKRK. Result: 0 (no interaction). (3) The miRNA is hsa-miR-98-5p with sequence UGAGGUAGUAAGUUGUAUUGUU. The protein sequence of the target gene is MAFRRRTKSYPLFSQEFVIHNHADIGFCLVLCVLIGLMFEVTAKTAFLFILPQYNISVPTADSETVHYHYGPKDLVTILFYIFITIILHAVVQEYILDKISKRLHLSKVKHSKFNESGQLVVFHFTSVIWCFYVVVTEGYLTNPRSLWEDYPHVHLPFQVKFFYLCQLAYWLHALPELYFQKVRKEEIPRQLQYICLYLVHIAGAYLLNLSRLGLILLLLQYSTEFLFHTARLFYFADENNEKLFSAWAAVFGVTRLFILTLAVLAIGFGLARMENQAFDPEKGNFNTLFCRLCVLLLVC.... Result: 1 (interaction). (4) The protein sequence of the target gene is MKTQRDGHSLGRWSLVLLLLGLVMPLAIIAQVLSYKEAVLRAIDGINQRSSDANLYRLLDLDPRPTMDGDPDTPKPVSFTVKETVCPRTTQQSPEDCDFKKDGLVKRCMGTVTLNQARGSFDISCDKDNKRFALLGDFFRKSKEKIGKEFKRIVQRIKDFLRNLVPRTES. Result: 0 (no interaction). The miRNA is hsa-miR-3622a-5p with sequence CAGGCACGGGAGCUCAGGUGAG. (5) The miRNA is hsa-miR-3654 with sequence GACUGGACAAGCUGAGGAA. The protein sequence of the target gene is MATAGNPWGWFLGYLILGVAGSLVSGSCSQIINGEDCSPHSQPWQAALVMENELFCSGVLVHPQWVLSAAHCFQNSYTIGLGLHSLEADQEPGSQMVEASLSVRHPEYNRPLLANDLMLIKLDESVSESDTIRSISIASQCPTAGNSCLVSGWGLLANGRMPTVLQCVNVSVVSEEVCSKLYDPLYHPSMFCAGGGHDQKDSCNGDSGGPLICNGYLQGLVSFGKAPCGQVGVPGVYTNLCKFTEWIEKTVQAS. Result: 0 (no interaction).